From a dataset of Reaction yield outcomes from USPTO patents with 853,638 reactions. Predict the reaction yield, written as a fraction of the theoretical maximum amount of product (1.0 means a 100% yield; for example, 0.34 means a 34% yield). (1) The reactants are [Br:1][C:2]1[CH:9]=[CH:8][C:5]([CH2:6][OH:7])=[CH:4][CH:3]=1.C1CCN2C(=NCCC2)CC1.[CH:21]([Si:24](Cl)([CH:28]([CH3:30])[CH3:29])[CH:25]([CH3:27])[CH3:26])([CH3:23])[CH3:22]. The catalyst is ClCCl. The product is [Br:1][C:2]1[CH:9]=[CH:8][C:5]([CH2:6][O:7][Si:24]([CH:28]([CH3:30])[CH3:29])([CH:25]([CH3:27])[CH3:26])[CH:21]([CH3:23])[CH3:22])=[CH:4][CH:3]=1. The yield is 0.990. (2) The reactants are [CH2:1]([OH:4])[CH2:2][OH:3].[H-].[Na+].[Br:7][C:8]1[CH:9]=[C:10]([N:15]2[CH2:20][CH2:19][O:18][CH2:17][CH2:16]2)[C:11](F)=[N:12][CH:13]=1. The catalyst is O1CCOCC1.CN(C=O)C. The product is [Br:7][C:8]1[CH:9]=[C:10]([N:15]2[CH2:20][CH2:19][O:18][CH2:17][CH2:16]2)[C:11]([O:3][CH2:2][CH2:1][OH:4])=[N:12][CH:13]=1. The yield is 0.540. (3) The reactants are [F:1][C:2]1[CH:7]=[CH:6][C:5]([C:8]2[C:17]([N:18]3[C:27]4[C:22](=[CH:23][CH:24]=[CH:25][CH:26]=4)[CH2:21][CH2:20][CH2:19]3)=[N:16][C:15]3[C:10](=[CH:11][CH:12]=[C:13]([C:28]([O:30][CH3:31])=[O:29])[CH:14]=3)[N:9]=2)=[CH:4][CH:3]=1.[S:32](=[O:36])(=O)(O)[OH:33].S(Cl)([Cl:39])=O.C(OCC)(=O)C. The catalyst is C(Cl)(Cl)Cl. The product is [Cl:39][S:32]([C:24]1[CH:23]=[C:22]2[C:27](=[CH:26][CH:25]=1)[N:18]([C:17]1[C:8]([C:5]3[CH:6]=[CH:7][C:2]([F:1])=[CH:3][CH:4]=3)=[N:9][C:10]3[C:15]([N:16]=1)=[CH:14][C:13]([C:28]([O:30][CH3:31])=[O:29])=[CH:12][CH:11]=3)[CH2:19][CH2:20][CH2:21]2)(=[O:36])=[O:33]. The yield is 0.700. (4) The yield is 0.440. The reactants are C1(P(N=[N+]=[N-])(C2C=CC=CC=2)=[O:8])C=CC=CC=1.[F:18][C:19]([F:39])([F:38])[C:20]1[CH:25]=[CH:24][CH:23]=[CH:22][C:21]=1[C:26]1[CH:31]=[CH:30][N:29]2[N:32]=[CH:33][C:34](C(O)=O)=[C:28]2[N:27]=1.C([N:42]([CH2:45]C)CC)C.[C:47]([OH:51])([CH3:50])([CH3:49])[CH3:48]. The catalyst is C1(C)C=CC=CC=1.O. The product is [F:18][C:19]([F:39])([F:38])[C:20]1[CH:25]=[CH:24][CH:23]=[CH:22][C:21]=1[C:26]1[CH:31]=[CH:30][N:29]2[N:32]=[CH:33][C:34]([NH:42][C:45](=[O:8])[O:51][C:47]([CH3:50])([CH3:49])[CH3:48])=[C:28]2[N:27]=1. (5) The reactants are Cl.[CH2:2]([O:4][C:5]([N:7]1[C:15]([NH2:16])=[C:10]2[CH2:11][NH:12][CH2:13][CH2:14][C:9]2=[N:8]1)=[O:6])[CH3:3].C(N(CC)C(C)C)(C)C.[F:26][C:27]1[CH:28]=[C:29]([S:34](Cl)(=[O:36])=[O:35])[CH:30]=[C:31]([F:33])[CH:32]=1. The catalyst is ClCCl. The product is [CH2:2]([O:4][C:5]([N:7]1[C:15]([NH2:16])=[C:10]2[CH2:11][N:12]([S:34]([C:29]3[CH:28]=[C:27]([F:26])[CH:32]=[C:31]([F:33])[CH:30]=3)(=[O:36])=[O:35])[CH2:13][CH2:14][C:9]2=[N:8]1)=[O:6])[CH3:3]. The yield is 0.920. (6) The reactants are [CH3:1][C@:2]12[C@@:19]3([CH3:20])[C@@H:10]([C@:11]4([CH3:24])[C@@H:16]([CH2:17][CH2:18]3)[C:15]([CH3:22])([CH3:21])[C:14](=[O:23])[CH2:13][CH2:12]4)[CH2:9][CH2:8][C@@H:7]1[C@H:6]1[C@H:25]([C:28]([CH3:30])=[CH2:29])[CH2:26]C[C@]1(C(O)=O)[CH2:4][CH2:3]2.C([N:36]([CH2:39]C)[CH2:37][CH3:38])C.P(N=[N+]=[N-])(=O)(OC1C=CC=CC=1)[O:42]C1C=CC=CC=1. The catalyst is O1CCOCC1. The product is [N:36]([C@:37]12[CH2:38][CH2:26][C@@H:25]([C:28]([CH3:30])=[CH2:29])[C@@H:6]1[C@@H:7]1[C@@:2]([CH3:1])([CH2:3][CH2:4]2)[C@@:19]2([CH3:20])[C@@H:10]([C@:11]3([CH3:24])[C@@H:16]([CH2:17][CH2:18]2)[C:15]([CH3:21])([CH3:22])[C:14](=[O:23])[CH2:13][CH2:12]3)[CH2:9][CH2:8]1)=[C:39]=[O:42]. The yield is 0.632. (7) No catalyst specified. The reactants are C(OC([NH:8][C@H:9]([C:15]([N:17]([CH3:30])[C@@H:18]([CH:27]([CH3:29])[CH3:28])/[CH:19]=[C:20](\[CH3:26])/[C:21]([O:23][CH2:24][CH3:25])=[O:22])=[O:16])[C:10]([S:13][CH3:14])([CH3:12])[CH3:11])=O)(C)(C)C.Cl.O1CCOCC1. The product is [NH2:8][C@@H:9]([C:10]([CH3:11])([S:13][CH3:14])[CH3:12])[C:15]([N:17]([CH3:30])[C@@H:18]([CH:27]([CH3:29])[CH3:28])/[CH:19]=[C:20](\[CH3:26])/[C:21]([O:23][CH2:24][CH3:25])=[O:22])=[O:16]. The yield is 0.990.